Predict the reaction yield, written as a fraction of the theoretical maximum amount of product (1.0 means a 100% yield; for example, 0.34 means a 34% yield). From a dataset of Reaction yield outcomes from USPTO patents with 853,638 reactions. (1) The yield is 0.670. The reactants are [CH:1]1([C:4]([N:6]2[CH2:10][CH2:9][C@@H:8]([CH2:11][C:12]([NH:14][NH2:15])=[O:13])[CH2:7]2)=[O:5])[CH2:3][CH2:2]1.[Br:16][C:17]1[CH:22]=[CH:21][C:20]([N:23]=[C:24]=[O:25])=[CH:19][CH:18]=1.[N-]=C=O. The product is [Br:16][C:17]1[CH:22]=[CH:21][C:20]([NH:23][C:24]([NH:15][NH:14][C:12](=[O:13])[CH2:11][C@@H:8]2[CH2:9][CH2:10][N:6]([C:4]([CH:1]3[CH2:3][CH2:2]3)=[O:5])[CH2:7]2)=[O:25])=[CH:19][CH:18]=1. The catalyst is ClCCl. (2) The reactants are [O:1]1[C:5]2[CH:6]=[CH:7][CH:8]=[CH:9][C:4]=2[C:3](=[O:10])[CH2:2]1.[C:11]([CH:15]=P(C1C=CC=CC=1)(C1C=CC=CC=1)C1C=CC=CC=1)(OC)=[O:12].[C:35]1(C)C=CC=CC=1. No catalyst specified. The product is [C:11]([O:10][C:3]1[C:4]2[CH:9]=[CH:8][CH:7]=[CH:6][C:5]=2[O:1][C:2]=1[CH3:35])(=[O:12])[CH3:15]. The yield is 0.820. (3) The catalyst is CN(C=O)C. The yield is 0.790. The product is [CH3:30][O:29][C:27](=[O:28])[CH2:26][O:17][C:12]1[CH:13]=[CH:14][CH:15]=[C:16]2[C:11]=1[CH:10]=[C:9]([CH3:18])[N:8]2[CH2:7][C:3]1[CH:2]=[C:1]([C:19]2[CH:24]=[CH:23][CH:22]=[CH:21][CH:20]=2)[CH:6]=[CH:5][CH:4]=1. The reactants are [C:1]1([C:19]2[CH:24]=[CH:23][CH:22]=[CH:21][CH:20]=2)[CH:6]=[CH:5][CH:4]=[C:3]([CH2:7][N:8]2[C:16]3[C:11](=[C:12]([OH:17])[CH:13]=[CH:14][CH:15]=3)[CH:10]=[C:9]2[CH3:18])[CH:2]=1.Br[CH2:26][C:27]([O:29][CH3:30])=[O:28].[H-].[Na+]. (4) The catalyst is [Pd].CO. The product is [ClH:18].[CH2:11]1[C@H:10]2[CH2:9][NH:8][CH2:17][CH2:16][N:15]2[CH2:14][CH2:13][O:12]1. The yield is 0.620. The reactants are C1(C[N:8]2[CH2:17][CH2:16][N:15]3[C@@H:10]([CH2:11][O:12][CH2:13][CH2:14]3)[CH2:9]2)C=CC=CC=1.[ClH:18].[H][H].